This data is from Full USPTO retrosynthesis dataset with 1.9M reactions from patents (1976-2016). The task is: Predict the reactants needed to synthesize the given product. (1) Given the product [C:1]([O:5][C:6]([N:8]1[CH2:12][C@@:11]([F:25])([CH3:13])[CH2:10][C@H:9]1[C:26]([O:28][CH2:29][C:30]1[CH:31]=[CH:32][CH:33]=[CH:34][CH:35]=1)=[O:27])=[O:7])([CH3:2])([CH3:3])[CH3:4], predict the reactants needed to synthesize it. The reactants are: [C:1]([O:5][C:6]([N:8]1[CH2:12][C@@:11]([F:25])([CH2:13]OC(OC2C=CC(F)=CC=2)=S)[CH2:10][C@H:9]1[C:26]([O:28][CH2:29][C:30]1[CH:35]=[CH:34][CH:33]=[CH:32][CH:31]=1)=[O:27])=[O:7])([CH3:4])([CH3:3])[CH3:2].CC(N=NC(C#N)(C)C)(C#N)C.C[Si]([SiH]([Si](C)(C)C)[Si](C)(C)C)(C)C. (2) Given the product [Cl:15][C:16]1[CH:21]=[CH:20][C:19]([S:22]([NH:7][C:6]2[CH:8]=[C:2]([Cl:1])[CH:3]=[CH:4][C:5]=2[C:9]2[CH:14]=[CH:13][CH:12]=[CH:11][N:10]=2)(=[O:23])=[O:24])=[CH:18][C:17]=1[C:26]([F:29])([F:27])[F:28], predict the reactants needed to synthesize it. The reactants are: [Cl:1][C:2]1[CH:3]=[CH:4][C:5]([C:9]2[CH:14]=[CH:13][CH:12]=[CH:11][N:10]=2)=[C:6]([CH:8]=1)[NH2:7].[Cl:15][C:16]1[CH:21]=[CH:20][C:19]([S:22](Cl)(=[O:24])=[O:23])=[CH:18][C:17]=1[C:26]([F:29])([F:28])[F:27]. (3) Given the product [CH3:14][CH:15]([C:18]1[CH:23]=[CH:22][CH:21]=[CH:20][CH:19]=1)[CH2:16][NH:17][C:11]([C:2]1[CH:3]=[N:4][C:5]2[C:10](=[CH:9][CH:8]=[CH:7][CH:6]=2)[N:1]=1)=[O:12], predict the reactants needed to synthesize it. The reactants are: [N:1]1[C:10]2[C:5](=[CH:6][CH:7]=[CH:8][CH:9]=2)[N:4]=[CH:3][C:2]=1[C:11](Cl)=[O:12].[CH3:14][CH:15]([C:18]1[CH:23]=[CH:22][CH:21]=[CH:20][CH:19]=1)[CH2:16][NH2:17]. (4) Given the product [CH2:1]([O:3][C:4]([C@H:6]1[C@H:10]([CH2:11][OH:12])[CH2:9][N:8]([C:14]([O:16][C:17]([CH3:18])([CH3:20])[CH3:19])=[O:15])[CH2:7]1)=[O:5])[CH3:2], predict the reactants needed to synthesize it. The reactants are: [CH2:1]([O:3][C:4]([C@H:6]1[C@H:10]([C:11](O)=[O:12])[CH2:9][N:8]([C:14]([O:16][C:17]([CH3:20])([CH3:19])[CH3:18])=[O:15])[CH2:7]1)=[O:5])[CH3:2].CSC.B.CO. (5) Given the product [F:13][C:6]1[CH:5]=[C:4]([B:1]([OH:2])[OH:3])[CH:12]=[CH:11][C:7]=1[C:8](=[O:10])[NH:25][CH2:24][C:20]1[CH:21]=[CH:22][CH:23]=[C:18]([S:15]([CH3:14])(=[O:17])=[O:16])[CH:19]=1, predict the reactants needed to synthesize it. The reactants are: [B:1]([C:4]1[CH:12]=[CH:11][C:7]([C:8]([OH:10])=O)=[C:6]([F:13])[CH:5]=1)([OH:3])[OH:2].[CH3:14][S:15]([C:18]1[CH:19]=[C:20]([CH2:24][NH2:25])[CH:21]=[CH:22][CH:23]=1)(=[O:17])=[O:16].CCN(C(C)C)C(C)C.CN(C(ON1N=NC2C=CC=CC1=2)=[N+](C)C)C.[B-](F)(F)(F)F.